This data is from Full USPTO retrosynthesis dataset with 1.9M reactions from patents (1976-2016). The task is: Predict the reactants needed to synthesize the given product. Given the product [NH:27]1[CH2:28][CH:25]([C:22]2[CH:23]=[CH:24][C:19]([NH:18][C:10]3[N:9]=[C:8]([CH2:7][CH2:6][C:5]4[CH:36]=[CH:37][CH:38]=[CH:39][C:4]=4[CH2:3][C:2]([NH2:1])=[O:40])[C:13]([C:14]([F:16])([F:15])[F:17])=[CH:12][N:11]=3)=[CH:20][CH:21]=2)[CH2:26]1, predict the reactants needed to synthesize it. The reactants are: [NH2:1][C:2](=[O:40])[CH2:3][C:4]1[CH:39]=[CH:38][CH:37]=[CH:36][C:5]=1[CH2:6][CH2:7][C:8]1[C:13]([C:14]([F:17])([F:16])[F:15])=[CH:12][N:11]=[C:10]([NH:18][C:19]2[CH:24]=[CH:23][C:22]([CH:25]3[CH2:28][N:27](C(OC(C)(C)C)=O)[CH2:26]3)=[CH:21][CH:20]=2)[N:9]=1.FC(F)(F)C(O)=O.